From a dataset of Full USPTO retrosynthesis dataset with 1.9M reactions from patents (1976-2016). Predict the reactants needed to synthesize the given product. (1) Given the product [Cl:18][C:12]1[CH:13]=[CH:14][CH:15]=[C:16]([Cl:17])[C:11]=1[NH:10][C:8]([NH:7][C:5]1[S:6][C:2]([C:31]2[CH:32]=[CH:33][C:28]([O:27][CH3:26])=[CH:29][CH:30]=2)=[CH:3][C:4]=1[C:19]([O:21][C:22]([CH3:25])([CH3:24])[CH3:23])=[O:20])=[O:9], predict the reactants needed to synthesize it. The reactants are: Br[C:2]1[S:6][C:5]([NH:7][C:8]([NH:10][C:11]2[C:16]([Cl:17])=[CH:15][CH:14]=[CH:13][C:12]=2[Cl:18])=[O:9])=[C:4]([C:19]([O:21][C:22]([CH3:25])([CH3:24])[CH3:23])=[O:20])[CH:3]=1.[CH3:26][O:27][C:28]1[CH:33]=[CH:32][C:31](B(O)O)=[CH:30][CH:29]=1.C([O-])([O-])=O.[Na+].[Na+]. (2) Given the product [CH3:39][CH:40]1[CH2:45][CH2:44][N:43]([C:24]([N:20]2[CH2:19][C:18]3[CH:31]=[C:14]([C:11]4[CH:10]=[C:9]([NH:8][CH2:7][C:1]5[CH:2]=[CH:3][CH:4]=[CH:5][CH:6]=5)[NH:13][N:12]=4)[CH:15]=[CH:16][C:17]=3[O:23][CH2:22][CH2:21]2)=[O:25])[CH2:42][CH2:41]1, predict the reactants needed to synthesize it. The reactants are: [C:1]1([CH2:7][NH:8][C:9]2[NH:13][N:12]=[C:11]([C:14]3[CH:15]=[CH:16][C:17]4[O:23][CH2:22][CH2:21][N:20]([C:24](OC(C)(C)C)=[O:25])[CH2:19][C:18]=4[CH:31]=3)[CH:10]=2)[CH:6]=[CH:5][CH:4]=[CH:3][CH:2]=1.C(N(CC)CC)C.[CH3:39][CH:40]1[CH2:45][CH2:44][N:43](C(Cl)=O)[CH2:42][CH2:41]1. (3) The reactants are: [NH2:1][C:2]1[CH:3]=[CH:4][C:5]([F:19])=[C:6]([C@:8]2([CH3:18])[C:14]([F:16])([F:15])[CH2:13][O:12][CH2:11][C:10]([NH2:17])=[N:9]2)[CH:7]=1.[S:20]1[CH:24]=[CH:23][N:22]=[C:21]1[C:25]1[CH:26]=[CH:27][C:28]([C:31]([OH:33])=[O:32])=[N:29][CH:30]=1. Given the product [CH:31]([OH:33])=[O:32].[NH2:17][C:10]1[CH2:11][O:12][CH2:13][C:14]([F:15])([F:16])[C@:8]([C:6]2[CH:7]=[C:2]([NH:1][C:31](=[O:32])[C:28]3[CH:27]=[CH:26][C:25]([C:21]4[S:20][CH:24]=[CH:23][N:22]=4)=[CH:30][N:29]=3)[CH:3]=[CH:4][C:5]=2[F:19])([CH3:18])[N:9]=1, predict the reactants needed to synthesize it. (4) Given the product [N:19]([CH2:2][CH2:3][CH:4]=[C:5]1[C:18]2[CH:17]=[CH:16][CH:15]=[CH:14][C:13]=2[S:12][C:11]2[C:6]1=[CH:7][CH:8]=[CH:9][CH:10]=2)=[N+:20]=[N-:21], predict the reactants needed to synthesize it. The reactants are: Br[CH2:2][CH2:3][CH:4]=[C:5]1[C:18]2[CH:17]=[CH:16][CH:15]=[CH:14][C:13]=2[S:12][C:11]2[C:6]1=[CH:7][CH:8]=[CH:9][CH:10]=2.[N-:19]=[N+:20]=[N-:21].[Na+].[Na+].[Cl-]. (5) Given the product [C:1]([C:3]1([NH:9][C:10]([C@@H:12]([NH:22][C:23]([C:25]2[CH:26]=[CH:27][C:28]([C:31]3[CH:36]=[CH:35][CH:34]=[CH:33][C:32]=3[Cl:37])=[CH:29][CH:30]=2)=[O:24])[CH2:13][C@@H:14]([C:16]2[CH:21]=[CH:20][CH:19]=[CH:18][CH:17]=2)[CH3:15])=[O:11])[CH2:4][CH2:5][S:40](=[O:42])(=[O:39])[CH2:7][CH2:8]1)#[N:2], predict the reactants needed to synthesize it. The reactants are: [C:1]([C:3]1([NH:9][C:10]([C@@H:12]([NH:22][C:23]([C:25]2[CH:30]=[CH:29][C:28]([C:31]3[CH:36]=[CH:35][CH:34]=[CH:33][C:32]=3[Cl:37])=[CH:27][CH:26]=2)=[O:24])[CH2:13][C@@H:14]([C:16]2[CH:21]=[CH:20][CH:19]=[CH:18][CH:17]=2)[CH3:15])=[O:11])[CH2:8][CH2:7]S[CH2:5][CH2:4]1)#[N:2].O[O:39][S:40]([O-:42])=O.[K+].O. (6) Given the product [Br:1][C:2]1[CH:3]=[CH:4][C:5]([F:9])=[C:6]([O:8][CH2:11][CH2:12][CH3:13])[CH:7]=1, predict the reactants needed to synthesize it. The reactants are: [Br:1][C:2]1[CH:3]=[CH:4][C:5]([F:9])=[C:6]([OH:8])[CH:7]=1.Br[CH2:11][CH2:12][CH3:13].C([O-])([O-])=O.[K+].[K+].